This data is from Catalyst prediction with 721,799 reactions and 888 catalyst types from USPTO. The task is: Predict which catalyst facilitates the given reaction. Reactant: [F:1][C:2]1[CH:7]=[CH:6][C:5]([C:8]2[O:12][N:11]=[C:10]([C:13]([OH:15])=O)[CH:9]=2)=[CH:4][CH:3]=1.CN(C(ON1N=NC2C=CC=NC1=2)=[N+](C)C)C.F[P-](F)(F)(F)(F)F.Cl.[NH2:41][CH2:42][CH2:43][CH2:44][C:45]([O:47][CH3:48])=[O:46].CCN(C(C)C)C(C)C. Product: [F:1][C:2]1[CH:3]=[CH:4][C:5]([C:8]2[O:12][N:11]=[C:10]([C:13]([NH:41][CH2:42][CH2:43][CH2:44][C:45]([O:47][CH3:48])=[O:46])=[O:15])[CH:9]=2)=[CH:6][CH:7]=1. The catalyst class is: 3.